This data is from Peptide-MHC class II binding affinity with 134,281 pairs from IEDB. The task is: Regression. Given a peptide amino acid sequence and an MHC pseudo amino acid sequence, predict their binding affinity value. This is MHC class II binding data. (1) The peptide sequence is TTGCAEHCSLNENIT. The MHC is DRB1_0401 with pseudo-sequence DRB1_0401. The binding affinity (normalized) is 0.297. (2) The peptide sequence is QSTFLGASQRGVGVA. The MHC is DRB4_0103 with pseudo-sequence DRB4_0103. The binding affinity (normalized) is 0.516. (3) The peptide sequence is ADEEQQQALSSQMGF. The MHC is DRB1_0405 with pseudo-sequence DRB1_0405. The binding affinity (normalized) is 0.0255.